From a dataset of NCI-60 drug combinations with 297,098 pairs across 59 cell lines. Regression. Given two drug SMILES strings and cell line genomic features, predict the synergy score measuring deviation from expected non-interaction effect. Drug 1: CNC(=O)C1=CC=CC=C1SC2=CC3=C(C=C2)C(=NN3)C=CC4=CC=CC=N4. Drug 2: CN1C(=O)N2C=NC(=C2N=N1)C(=O)N. Cell line: KM12. Synergy scores: CSS=-6.22, Synergy_ZIP=-4.67, Synergy_Bliss=-11.2, Synergy_Loewe=-30.1, Synergy_HSA=-12.4.